This data is from Forward reaction prediction with 1.9M reactions from USPTO patents (1976-2016). The task is: Predict the product of the given reaction. (1) Given the reactants [Br:1][C:2]1[CH:3]=[C:4]([O:13][CH2:14][C@@H:15]2[CH2:20][CH2:19][CH2:18][N:17](C(OC(C)(C)C)=O)[CH2:16]2)[C:5]([CH2:9][NH:10][CH:11]=O)=[N:6][C:7]=1[Cl:8].P(Cl)(Cl)(Cl)=O.Cl.O1CCOCC1, predict the reaction product. The product is: [Br:1][C:2]1[CH:3]=[C:4]([O:13][CH2:14][C@@H:15]2[CH2:20][CH2:19][CH2:18][NH:17][CH2:16]2)[C:5]2[N:6]([CH:11]=[N:10][CH:9]=2)[C:7]=1[Cl:8]. (2) Given the reactants [CH2:1]([NH:4][C:5](=[O:11])[O:6][C:7]([CH3:10])([CH3:9])[CH3:8])[C:2]#[CH:3].[CH2:12]([O:19][N:20]1[C:26](=[O:27])[N:25]2[CH2:28][C@H:21]1[CH2:22][CH2:23][C@H:24]2[C:29](Cl)=[N:30][OH:31])[C:13]1[CH:18]=[CH:17][CH:16]=[CH:15][CH:14]=1, predict the reaction product. The product is: [CH2:12]([O:19][N:20]1[C:26](=[O:27])[N:25]2[CH2:28][C@H:21]1[CH2:22][CH2:23][C@H:24]2[C:29]1[CH:3]=[C:2]([CH2:1][NH:4][C:5](=[O:11])[O:6][C:7]([CH3:8])([CH3:10])[CH3:9])[O:31][N:30]=1)[C:13]1[CH:14]=[CH:15][CH:16]=[CH:17][CH:18]=1. (3) Given the reactants Br[C:2]1[CH:7]=[C:6]([N:8]2[CH2:13][CH2:12][O:11][CH2:10][CH2:9]2)[N:5]([CH3:14])[C:4](=[O:15])[CH:3]=1.[CH3:16][C:17]1[CH:23]=[CH:22][C:20]([NH2:21])=[CH:19][C:18]=1B1OC(C)(C)C(C)(C)O1.C(Cl)Cl.C(=O)([O-])[O-].[Na+].[Na+], predict the reaction product. The product is: [NH2:21][C:20]1[CH:19]=[CH:18][C:17]([CH3:16])=[C:23]([C:2]2[CH:7]=[C:6]([N:8]3[CH2:13][CH2:12][O:11][CH2:10][CH2:9]3)[N:5]([CH3:14])[C:4](=[O:15])[CH:3]=2)[CH:22]=1. (4) The product is: [I:19][C:2]1[N:7]=[CH:6][C:5]([O:8][C:9]2[CH:14]=[CH:13][N:12]=[C:11]([C:15]([NH:17][CH3:18])=[O:16])[CH:10]=2)=[CH:4][CH:3]=1. Given the reactants N[C:2]1[N:7]=[CH:6][C:5]([O:8][C:9]2[CH:14]=[CH:13][N:12]=[C:11]([C:15]([NH:17][CH3:18])=[O:16])[CH:10]=2)=[CH:4][CH:3]=1.[I-:19].[K+].C(ON=O)(C)(C)C, predict the reaction product. (5) The product is: [ClH:20].[ClH:20].[F:3][CH2:4][CH2:5][N:6]1[CH2:11][CH2:10][CH2:9][CH:8]([NH2:12])[CH2:7]1. Given the reactants N#N.[F:3][CH2:4][CH2:5][N:6]1[CH2:11][CH2:10][CH2:9][CH:8]([NH:12]C(=O)OC(C)(C)C)[CH2:7]1.[ClH:20], predict the reaction product.